This data is from Full USPTO retrosynthesis dataset with 1.9M reactions from patents (1976-2016). The task is: Predict the reactants needed to synthesize the given product. (1) Given the product [Br:15][C:4]1[S:3][C:2]([C:19]2[CH:20]=[CH:21][N:16]=[CH:17][CH:18]=2)=[N:6][C:5]=1[CH2:7][C:8]1[CH:13]=[CH:12][C:11]([Cl:14])=[CH:10][CH:9]=1, predict the reactants needed to synthesize it. The reactants are: Br[C:2]1[S:3][C:4]([Br:15])=[C:5]([CH2:7][C:8]2[CH:13]=[CH:12][C:11]([Cl:14])=[CH:10][CH:9]=2)[N:6]=1.[N:16]1[CH:21]=[CH:20][C:19](B(O)O)=[CH:18][CH:17]=1.C(=O)([O-])[O-].[Na+].[Na+]. (2) Given the product [CH2:14]([O:13][C:11](=[O:12])[NH:4][C:3]1[C:5]([CH3:9])=[CH:6][CH:7]=[CH:8][C:2]=1[CH3:1])[CH2:15][CH3:16], predict the reactants needed to synthesize it. The reactants are: [CH3:1][C:2]1[CH:8]=[CH:7][CH:6]=[C:5]([CH3:9])[C:3]=1[NH2:4].Cl[C:11]([O:13][CH2:14][CH2:15][CH3:16])=[O:12]. (3) Given the product [C:1]([NH:4][C:5]1[C:6]([CH3:41])=[C:7]([CH:38]=[CH:39][CH:40]=1)[O:8][C:9]1[C:10]([C:26]([NH2:28])=[O:27])=[C:11]([NH:17][C:18]2[CH:23]=[CH:22][C:21]([I:24])=[CH:20][C:19]=2[F:25])[N:12]([CH3:16])[C:13](=[O:15])[CH:14]=1)(=[O:3])[CH3:2], predict the reactants needed to synthesize it. The reactants are: [C:1]([NH:4][C:5]1[C:6]([CH3:41])=[C:7]([CH:38]=[CH:39][CH:40]=1)[O:8][C:9]1[C:10]([C:26]([NH:28]CC2C=CC(OC)=CC=2)=[O:27])=[C:11]([NH:17][C:18]2[CH:23]=[CH:22][C:21]([I:24])=[CH:20][C:19]=2[F:25])[N:12]([CH3:16])[C:13](=[O:15])[CH:14]=1)(=[O:3])[CH3:2].[Cl-].[Al+3].[Cl-].[Cl-]. (4) The reactants are: [Si]([O:8][CH2:9][C@@H:10]([N:19]1[CH:24]=[CH:23][C:22]([C:25]2[CH:30]=[CH:29][N:28]=[C:27]([NH:31][C:32]3[CH:37]=[CH:36][N:35]=[C:34]([CH3:38])[N:33]=3)[N:26]=2)=[CH:21][C:20]1=[O:39])[C:11]1[CH:16]=[CH:15][C:14]([Cl:17])=[C:13]([F:18])[CH:12]=1)(C(C)(C)C)(C)C.[F-].C([N+](CCCC)(CCCC)CCCC)CCC.O. Given the product [Cl:17][C:14]1[CH:15]=[CH:16][C:11]([C@H:10]([N:19]2[CH:24]=[CH:23][C:22]([C:25]3[CH:30]=[CH:29][N:28]=[C:27]([NH:31][C:32]4[CH:37]=[CH:36][N:35]=[C:34]([CH3:38])[N:33]=4)[N:26]=3)=[CH:21][C:20]2=[O:39])[CH2:9][OH:8])=[CH:12][C:13]=1[F:18], predict the reactants needed to synthesize it. (5) Given the product [C:1]([O:5][C:6]([N:8]1[CH2:12][CH:11]([O:13][C:14]2[CH:15]=[CH:16][CH:17]=[CH:18][CH:19]=2)[CH:10]2[N:20]([C:23](=[O:39])[CH:24]([NH2:28])[CH:25]([CH3:26])[CH3:27])[CH2:21][CH2:22][CH:9]12)=[O:7])([CH3:3])([CH3:2])[CH3:4], predict the reactants needed to synthesize it. The reactants are: [C:1]([O:5][C:6]([N:8]1[CH2:12][CH:11]([O:13][C:14]2[CH:19]=[CH:18][CH:17]=[CH:16][CH:15]=2)[CH:10]2[N:20]([C:23](=[O:39])[CH:24]([NH:28]C(OCC3C=CC=CC=3)=O)[CH:25]([CH3:27])[CH3:26])[CH2:21][CH2:22][CH:9]12)=[O:7])([CH3:4])([CH3:3])[CH3:2]. (6) The reactants are: [CH2:1]([N:8]1[CH2:16][C@@H:15]2[C@:10]([CH3:24])([CH2:11][CH2:12][C:13]3[C:20]([Cl:21])=[C:19]([CH:22]=[CH2:23])[CH:18]=[CH:17][C:14]=32)[CH2:9]1)[C:2]1[CH:7]=[CH:6][CH:5]=[CH:4][CH:3]=1. Given the product [CH2:1]([N:8]1[CH2:16][C@@H:15]2[C@:10]([CH3:24])([CH2:11][CH2:12][C:13]3[C:20]([Cl:21])=[C:19]([CH2:22][CH3:23])[CH:18]=[CH:17][C:14]=32)[CH2:9]1)[C:2]1[CH:7]=[CH:6][CH:5]=[CH:4][CH:3]=1, predict the reactants needed to synthesize it. (7) Given the product [N+:23]([C:26]1[CH:27]=[CH:28][C:29]([C:30]([O:32][C@@:33]([C:34]2[N:3]=[N:2][N:1]([CH2:4][C:5]3[CH:14]=[C:13]4[C:8]([C:9]([C:16]5[CH:21]=[CH:20][C:19]([F:22])=[CH:18][CH:17]=5)=[CH:10][C:11]([Cl:15])=[N:12]4)=[CH:7][CH:6]=3)[CH:35]=2)([C:36]([F:37])([F:38])[F:39])[CH2:40][CH3:41])=[O:31])=[CH:42][CH:43]=1)([O-:25])=[O:24], predict the reactants needed to synthesize it. The reactants are: [N:1]([CH2:4][C:5]1[CH:14]=[C:13]2[C:8]([C:9]([C:16]3[CH:21]=[CH:20][C:19]([F:22])=[CH:18][CH:17]=3)=[CH:10][C:11]([Cl:15])=[N:12]2)=[CH:7][CH:6]=1)=[N+:2]=[N-:3].[N+:23]([C:26]1[CH:43]=[CH:42][C:29]([C:30]([O:32][C:33]([CH2:40][CH3:41])([C:36]([F:39])([F:38])[F:37])[C:34]#[CH:35])=[O:31])=[CH:28][CH:27]=1)([O-:25])=[O:24].C(N(C(C)C)CC)(C)C.